Dataset: hERG Central: cardiac toxicity at 1µM, 10µM, and general inhibition. Task: Predict hERG channel inhibition at various concentrations. The compound is N=c1c(C(=O)NCc2ccccc2)cc2c(=O)n3ccccc3nc2n1CCCN1CCOCC1. Results: hERG_inhib (hERG inhibition (general)): blocker.